From a dataset of Full USPTO retrosynthesis dataset with 1.9M reactions from patents (1976-2016). Predict the reactants needed to synthesize the given product. Given the product [Cl:17][C:18]1[CH:19]=[C:20]([CH:33]=[CH:34][C:35]=1[Cl:36])[C:21]([NH:23][CH2:24][C:25](=[O:32])[N:26]1[CH2:27][CH2:28][CH:29]([N:1]2[CH2:2][CH2:3][CH:4]([C:7]3[C:15]4[NH:14][C:13](=[O:16])[NH:12][C:11]=4[CH:10]=[CH:9][CH:8]=3)[CH2:5][CH2:6]2)[CH2:30]1)=[O:22], predict the reactants needed to synthesize it. The reactants are: [NH:1]1[CH2:6][CH2:5][CH:4]([C:7]2[C:15]3[NH:14][C:13](=[O:16])[NH:12][C:11]=3[CH:10]=[CH:9][CH:8]=2)[CH2:3][CH2:2]1.[Cl:17][C:18]1[CH:19]=[C:20]([CH:33]=[CH:34][C:35]=1[Cl:36])[C:21]([NH:23][CH2:24][C:25](=[O:32])[N:26]1[CH2:30][CH2:29][C:28](=O)[CH2:27]1)=[O:22].